From a dataset of Forward reaction prediction with 1.9M reactions from USPTO patents (1976-2016). Predict the product of the given reaction. (1) Given the reactants [CH:1]1([CH2:4][C:5]2[CH:10]=[C:9]([C:11]([F:14])([F:13])[F:12])[CH:8]=[CH:7][C:6]=2[O:15]C)[CH2:3][CH2:2]1.B(Cl)(Cl)Cl, predict the reaction product. The product is: [CH:1]1([CH2:4][C:5]2[CH:10]=[C:9]([C:11]([F:13])([F:14])[F:12])[CH:8]=[CH:7][C:6]=2[OH:15])[CH2:3][CH2:2]1. (2) The product is: [C:27]([CH:5]([CH2:6][C:7]1[CH:8]=[CH:9][C:10]([O:13][CH2:14][CH2:15][C:16]2[CH:17]=[CH:18][C:19]([O:22][S:23]([CH3:26])(=[O:25])=[O:24])=[CH:20][CH:21]=2)=[CH:11][CH:12]=1)[CH2:4][OH:3])#[N:28]. Given the reactants C([O:3][C:4](=O)[C:5]([C:27]#[N:28])=[CH:6][C:7]1[CH:12]=[CH:11][C:10]([O:13][CH2:14][CH2:15][C:16]2[CH:21]=[CH:20][C:19]([O:22][S:23]([CH3:26])(=[O:25])=[O:24])=[CH:18][CH:17]=2)=[CH:9][CH:8]=1)C.C(OC(C1CC(C(OCC)=O)=C(C)NC=1C)=O)C, predict the reaction product. (3) Given the reactants Cl[C:2]1[CH:11]=[CH:10][C:9]2[C:4](=[CH:5][CH:6]=[C:7](Cl)[CH:8]=2)[N:3]=1.[F:13][C:14]1[CH:15]=[C:16]([CH:19]=[CH:20][CH:21]=1)[CH2:17][NH2:18].[NH2:22][C:23]1[CH:24]=[C:25]([C:29]([F:32])([F:31])[F:30])[CH:26]=[CH:27][CH:28]=1, predict the reaction product. The product is: [F:13][C:14]1[CH:15]=[C:16]([CH:19]=[CH:20][CH:21]=1)[CH2:17][NH:18][C:2]1[CH:11]=[CH:10][C:9]2[C:4](=[CH:5][CH:6]=[C:7]([NH:22][C:23]3[CH:28]=[CH:27][CH:26]=[C:25]([C:29]([F:30])([F:31])[F:32])[CH:24]=3)[CH:8]=2)[N:3]=1.